Dataset: Merck oncology drug combination screen with 23,052 pairs across 39 cell lines. Task: Regression. Given two drug SMILES strings and cell line genomic features, predict the synergy score measuring deviation from expected non-interaction effect. (1) Drug 1: O=C(NOCC(O)CO)c1ccc(F)c(F)c1Nc1ccc(I)cc1F. Drug 2: Cn1cc(-c2cnn3c(N)c(Br)c(C4CCCNC4)nc23)cn1. Cell line: MDAMB436. Synergy scores: synergy=24.0. (2) Drug 1: CN1C(=O)C=CC2(C)C3CCC4(C)C(NC(=O)OCC(F)(F)F)CCC4C3CCC12. Drug 2: CC(C)CC(NC(=O)C(Cc1ccccc1)NC(=O)c1cnccn1)B(O)O. Cell line: HT144. Synergy scores: synergy=-13.8.